Dataset: Reaction yield outcomes from USPTO patents with 853,638 reactions. Task: Predict the reaction yield, written as a fraction of the theoretical maximum amount of product (1.0 means a 100% yield; for example, 0.34 means a 34% yield). (1) The catalyst is CN(C=O)C.O.[Cu]I.C(Cl)Cl. The yield is 0.920. The reactants are Br[CH2:2][CH:3]([F:18])[CH2:4][CH2:5][N:6]1[CH:10]=[C:9]([C:11]([O:13][C:14]([CH3:17])([CH3:16])[CH3:15])=[O:12])[N:8]=[N:7]1.[N-:19]=[N+:20]=[N-:21].[Na+].CC(O)=O.CCN(C(C)C)C(C)C.[C:36]([N:38]1[C:46](=[O:47])[C:45]2[C:40](=[CH:41][CH:42]=[CH:43][CH:44]=2)[C:39]1=[O:48])#[CH:37].[NH4+].[OH-]. The product is [O:48]=[C:39]1[C:40]2[C:45](=[CH:44][CH:43]=[CH:42][CH:41]=2)[C:46](=[O:47])[N:38]1[C:36]1[N:19]=[N:20][N:21]([CH2:2][CH:3]([F:18])[CH2:4][CH2:5][N:6]2[CH:10]=[C:9]([C:11]([O:13][C:14]([CH3:17])([CH3:16])[CH3:15])=[O:12])[N:8]=[N:7]2)[CH:37]=1. (2) The reactants are [N+:1]([C:4]1[CH:13]=[C:12]2[C:7]([CH2:8][CH2:9][CH2:10][C:11]2=[N:14]O)=[CH:6][CH:5]=1)([O-])=O. The catalyst is CO. The product is [CH:11]1([NH2:14])[C:12]2[C:7](=[CH:6][CH:5]=[C:4]([NH2:1])[CH:13]=2)[CH2:8][CH2:9][CH2:10]1. The yield is 0.960. (3) The reactants are [CH2:1]([O:3][C:4](=[O:11])[CH2:5][C:6]1[N:7]=[N:8][NH:9][N:10]=1)[CH3:2].S(=O)(=O)(O)O.C(OCC)(=O)C.[OH-].[Na+].[CH3:25][C:26](O)([CH3:28])[CH3:27]. The catalyst is FC(F)(F)C(O)=O. The product is [CH2:1]([O:3][C:4](=[O:11])[CH2:5][C:6]1[N:7]=[N:8][N:9]([C:26]([CH3:28])([CH3:27])[CH3:25])[N:10]=1)[CH3:2]. The yield is 0.520. (4) The reactants are [CH3:1][C:2]1[NH:3][C:4](=[O:26])[C:5]([CH2:11][C:12]2[CH:17]=[CH:16][C:15]([C:18]3[C:19]([C:24]#[N:25])=[CH:20][CH:21]=[CH:22][CH:23]=3)=[CH:14][CH:13]=2)=[C:6]([CH2:8][CH2:9][CH3:10])[N:7]=1.Br[CH2:28][CH:29]1[CH2:34][CH2:33][CH2:32][CH2:31][O:30]1.C(=O)([O-])[O-].[K+].[K+].CN(C)C=O. The catalyst is C(OCC)(=O)C. The product is [CH3:1][C:2]1[N:3]([CH2:28][CH:29]2[CH2:34][CH2:33][CH2:32][CH2:31][O:30]2)[C:4](=[O:26])[C:5]([CH2:11][C:12]2[CH:17]=[CH:16][C:15]([C:18]3[C:19]([C:24]#[N:25])=[CH:20][CH:21]=[CH:22][CH:23]=3)=[CH:14][CH:13]=2)=[C:6]([CH2:8][CH2:9][CH3:10])[N:7]=1. The yield is 0.480. (5) The reactants are [H-].C([Al+]CC(C)C)C(C)C.[CH:11]([N:14]1[C:18]([C:19]([F:22])([F:21])[F:20])=[C:17]([C:23](OCC)=[O:24])[CH:16]=[N:15]1)([CH3:13])[CH3:12].Cl. The yield is 1.00. The catalyst is C1(C)C=CC=CC=1. The product is [CH:11]([N:14]1[C:18]([C:19]([F:21])([F:20])[F:22])=[C:17]([CH2:23][OH:24])[CH:16]=[N:15]1)([CH3:13])[CH3:12].